From a dataset of Full USPTO retrosynthesis dataset with 1.9M reactions from patents (1976-2016). Predict the reactants needed to synthesize the given product. The reactants are: [CH3:1][O:2][CH2:3][CH2:4][N:5]1[C:13]2[C:8](=[CH:9][CH:10]=[CH:11][CH:12]=2)[C:7]([CH:14]2[CH2:19][CH2:18][NH:17][CH2:16][CH2:15]2)=[CH:6]1.C(N(CC)CC)C.[CH2:27]([O:29][C:30](=[O:41])[C:31]1[CH:36]=[C:35]([CH2:37]Br)[CH:34]=[CH:33][C:32]=1[O:39][CH3:40])[CH3:28]. Given the product [CH2:27]([O:29][C:30](=[O:41])[C:31]1[CH:36]=[C:35]([CH2:37][N:17]2[CH2:18][CH2:19][CH:14]([C:7]3[C:8]4[C:13](=[CH:12][CH:11]=[CH:10][CH:9]=4)[N:5]([CH2:4][CH2:3][O:2][CH3:1])[CH:6]=3)[CH2:15][CH2:16]2)[CH:34]=[CH:33][C:32]=1[O:39][CH3:40])[CH3:28], predict the reactants needed to synthesize it.